From a dataset of Full USPTO retrosynthesis dataset with 1.9M reactions from patents (1976-2016). Predict the reactants needed to synthesize the given product. Given the product [CH3:1][C:2]1[N:6]=[C:5]([CH3:7])[N:4]([C:8]2[N:13]=[C:12]([C:14]([F:17])([F:16])[F:15])[N:11]=[C:10]([C@@H:18]3[CH2:20][C@H:19]3[CH:21]=[O:22])[CH:9]=2)[N:3]=1, predict the reactants needed to synthesize it. The reactants are: [CH3:1][C:2]1[N:6]=[C:5]([CH3:7])[N:4]([C:8]2[N:13]=[C:12]([C:14]([F:17])([F:16])[F:15])[N:11]=[C:10]([C@@H:18]3[CH2:20][C@H:19]3[CH2:21][OH:22])[CH:9]=2)[N:3]=1.CC(OI1(OC(C)=O)(OC(C)=O)OC(=O)C2C=CC=CC1=2)=O.